Dataset: Forward reaction prediction with 1.9M reactions from USPTO patents (1976-2016). Task: Predict the product of the given reaction. (1) Given the reactants O1CCCC1.CS(Cl)(=O)=O.OC(C(F)(F)F)=O.Br[C:19]1[CH:20]=[C:21]2[C:26](N[C@@H]3C[C@@H]4CNC[C@@H]4[C@H]3C)=[C:25]([C:37]([NH2:39])=[O:38])[CH:24]=[N:23][N:22]2[CH:40]=1.C(N(CC)C(C)C)(C)C, predict the reaction product. The product is: [N:23]1[N:22]2[CH:40]=[CH:19][CH:20]=[C:21]2[CH:26]=[C:25]([C:37]([NH2:39])=[O:38])[CH:24]=1. (2) Given the reactants [Cl:1][C:2]1[CH:11]=[C:10]([C:12](Cl)=[O:13])[C:9]2[C:4](=[CH:5][CH:6]=[CH:7][CH:8]=2)[N:3]=1.Cl.[CH3:16][NH:17][CH3:18], predict the reaction product. The product is: [Cl:1][C:2]1[CH:11]=[C:10]([C:12]([N:17]([CH3:18])[CH3:16])=[O:13])[C:9]2[C:4](=[CH:5][CH:6]=[CH:7][CH:8]=2)[N:3]=1. (3) Given the reactants Br[CH2:2][C:3]([CH:5]1[CH2:10][CH2:9][C:8]2([CH2:15][CH2:14][CH2:13][CH2:12][CH2:11]2)[CH2:7][CH2:6]1)=O.[C:16]([O:20][C:21](=[O:35])[CH2:22][CH2:23][N:24]([CH2:28][C:29]1[S:30][C:31]([CH3:34])=[CH:32][CH:33]=1)[C:25]([NH2:27])=[S:26])([CH3:19])([CH3:18])[CH3:17], predict the reaction product. The product is: [C:16]([O:20][C:21](=[O:35])[CH2:22][CH2:23][N:24]([CH2:28][C:29]1[S:30][C:31]([CH3:34])=[CH:32][CH:33]=1)[C:25]1[S:26][CH:2]=[C:3]([CH:5]2[CH2:10][CH2:9][C:8]3([CH2:15][CH2:14][CH2:13][CH2:12][CH2:11]3)[CH2:7][CH2:6]2)[N:27]=1)([CH3:19])([CH3:18])[CH3:17].